This data is from Catalyst prediction with 721,799 reactions and 888 catalyst types from USPTO. The task is: Predict which catalyst facilitates the given reaction. (1) Reactant: B(O)(O)[C@H]1N(C([C@@H](N)C(C)C)=O)CCC1.CS(O)(=O)=O.[CH3:21][N:22]([CH3:38])[CH2:23][C@H:24]([CH3:37])[C@@:25]([C:29]1[CH:34]=[CH:33][CH:32]=[C:31]([O:35][CH3:36])[CH:30]=1)([OH:28])[CH2:26][CH3:27].CN(C)C[C@@H](C)[C@](C1C=CC=C(OC)C=1)(O)CC.[ClH:57]. Product: [ClH:57].[CH3:38][N:22]([CH3:21])[CH2:23][C@H:24]([CH3:37])[C@@:25]([C:29]1[CH:34]=[CH:33][CH:32]=[C:31]([O:35][CH3:36])[CH:30]=1)([OH:28])[CH2:26][CH3:27]. The catalyst class is: 95. (2) Reactant: [N:1]1[CH:5]([CH:6]2[CH2:11][O:10][CH2:9][CH2:8][N:7]2C(OC(C)(C)C)=O)[N:4]=[N:3][N:2]=1.[ClH:19]. Product: [ClH:19].[N:4]1[CH:5]([CH:6]2[CH2:11][O:10][CH2:9][CH2:8][NH:7]2)[N:1]=[N:2][N:3]=1. The catalyst class is: 25. (3) Reactant: [N:1]1([CH2:6][CH2:7][O:8][C:9]2[CH:14]=[CH:13][C:12]([CH2:15][C:16]([O-:18])=[O:17])=[CH:11][CH:10]=2)[CH:5]=[CH:4][N:3]=[CH:2]1.[OH-].[K+].Cl. Product: [N:1]1([CH2:6][CH2:7][O:8][C:9]2[CH:14]=[CH:13][C:12]([CH2:15][C:16]([OH:18])=[O:17])=[CH:11][CH:10]=2)[CH:5]=[CH:4][N:3]=[CH:2]1. The catalyst class is: 249. (4) Reactant: [I:1][C:2]1[CH:7]=[CH:6][N:5]=[C:4]([O:8][CH3:9])[C:3]=1[C:10]1[NH:11][C:12]2[C:17]([CH:18]=1)=[CH:16][CH:15]=[C:14]([NH2:19])[CH:13]=2.[F:20][CH:21]([F:25])[C:22](O)=[O:23].CN(C(ON1N=NC2C=CC=NC1=2)=[N+](C)C)C.F[P-](F)(F)(F)(F)F.O. Product: [F:20][CH:21]([F:25])[C:22]([NH:19][C:14]1[CH:13]=[C:12]2[C:17]([CH:18]=[C:10]([C:3]3[C:4]([O:8][CH3:9])=[N:5][CH:6]=[CH:7][C:2]=3[I:1])[NH:11]2)=[CH:16][CH:15]=1)=[O:23]. The catalyst class is: 2. (5) Reactant: [Si]([O:8][C@@H:9]1[C@@:36]2([CH3:37])[C:13](=[CH:14][CH:15]=[C:16]3[C@@H:35]2[CH2:34][CH2:33][C@@:32]2([CH3:38])[C@H:17]3[CH2:18][CH:19]=[C:20]2[C@@H:21]([S:23][CH2:24][C@H:25]([OH:31])[CH:26]([CH2:29][CH3:30])[CH2:27][CH3:28])[CH3:22])[CH2:12][C@@H:11]([O:39][Si](C(C)(C)C)(C)C)[CH2:10]1)(C(C)(C)C)(C)C.[F-].C([N+](CCCC)(CCCC)CCCC)CCC. Product: [OH:8][C@@H:9]1[C@@:36]2([CH3:37])[C:13](=[CH:14][CH:15]=[C:16]3[C@@H:35]2[CH2:34][CH2:33][C@@:32]2([CH3:38])[C@H:17]3[CH2:18][CH:19]=[C:20]2[C@@H:21]([S:23][CH2:24][C@H:25]([OH:31])[CH:26]([CH2:27][CH3:28])[CH2:29][CH3:30])[CH3:22])[CH2:12][C@@H:11]([OH:39])[CH2:10]1. The catalyst class is: 7. (6) Reactant: [OH-].[K+].[Cl:3][C:4]1[CH:5]=[C:6]([C:14]2[O:18][N:17]=[C:16]([C:19]3[CH:20]=[CH:21][CH:22]=[C:23]4[C:27]=3[NH:26][CH:25]=[C:24]4[CH2:28][CH2:29][C:30]([OH:32])=[O:31])[N:15]=2)[CH:7]=[CH:8][C:9]=1[O:10][CH:11]([CH3:13])[CH3:12].Br[CH2:34][CH3:35].[C:36](OCC)(=O)[CH3:37]. Product: [Cl:3][C:4]1[CH:5]=[C:6]([C:14]2[O:18][N:17]=[C:16]([C:19]3[CH:20]=[CH:21][CH:22]=[C:23]4[C:27]=3[N:26]([CH2:36][CH3:37])[CH:25]=[C:24]4[CH2:28][CH2:29][C:30]([O:32][CH2:34][CH3:35])=[O:31])[N:15]=2)[CH:7]=[CH:8][C:9]=1[O:10][CH:11]([CH3:12])[CH3:13]. The catalyst class is: 16.